From a dataset of Catalyst prediction with 721,799 reactions and 888 catalyst types from USPTO. Predict which catalyst facilitates the given reaction. (1) Reactant: [Cl:1][C:2]1[C:14]2[C:13]3[C:8](=[CH:9][CH:10]=[CH:11][CH:12]=3)[C@@:7]([C:16]([F:19])([F:18])[F:17])([OH:15])[C:6]=2[CH:5]=[C:4]([OH:20])[CH:3]=1.Br[CH2:22][C:23]([O:25][CH2:26][CH3:27])=[O:24].C(=O)([O-])[O-].[K+].[K+].O. Product: [C:23]([O:25][CH2:26][CH2:27][O:20][C:4]1[CH:3]=[C:2]([Cl:1])[C:14]2[C:13]3[C:8](=[CH:9][CH:10]=[CH:11][CH:12]=3)[C@:7]([OH:15])([C:16]([F:18])([F:19])[F:17])[C:6]=2[CH:5]=1)(=[O:24])[CH3:22]. The catalyst class is: 9. (2) Reactant: [CH3:1][C:2]1[CH:3]=[CH:4][CH:5]=[C:6]([NH2:11])[C:7]=1[C:8]([OH:10])=[O:9].Cl[C:13](Cl)([O:15]C(=O)OC(Cl)(Cl)Cl)Cl.C(=O)([O-])O.[Na+]. Product: [CH3:1][C:2]1[C:7]2[C:8](=[O:10])[O:9][C:13](=[O:15])[NH:11][C:6]=2[CH:5]=[CH:4][CH:3]=1. The catalyst class is: 7. (3) Reactant: C(OC(=O)[NH:7][CH2:8][CH2:9][N:10]1[C:18]2[C:17]([NH:19][C:20]3[CH:21]=[C:22]4[C:26](=[CH:27][CH:28]=3)[N:25]([CH2:29][C:30]3[CH:35]=[CH:34][CH:33]=[C:32]([F:36])[CH:31]=3)[CH:24]=[CH:23]4)=[N:16][CH:15]=[N:14][C:13]=2[CH:12]=[CH:11]1)(C)(C)C.[ClH:38]. Product: [ClH:38].[ClH:38].[NH2:7][CH2:8][CH2:9][N:10]1[C:18]2[C:17]([NH:19][C:20]3[CH:21]=[C:22]4[C:26](=[CH:27][CH:28]=3)[N:25]([CH2:29][C:30]3[CH:35]=[CH:34][CH:33]=[C:32]([F:36])[CH:31]=3)[CH:24]=[CH:23]4)=[N:16][CH:15]=[N:14][C:13]=2[CH:12]=[CH:11]1. The catalyst class is: 7. (4) Reactant: [Cl:1][C:2]1[C:36]([C:37]([F:40])([F:39])[F:38])=[CH:35][CH:34]=[CH:33][C:3]=1[CH2:4][N:5]([CH2:19][CH:20]([C:27]1[CH:32]=[CH:31][CH:30]=[CH:29][CH:28]=1)[C:21]1[CH:26]=[CH:25][CH:24]=[CH:23][CH:22]=1)[CH2:6][CH2:7][CH2:8][O:9][C:10]1[CH:11]=[C:12]([CH2:16][CH:17]=O)[CH:13]=[CH:14][CH:15]=1.[CH3:41][O:42][C:43](=[O:46])[CH2:44][NH2:45].C(O[BH-](OC(=O)C)OC(=O)C)(=O)C.[Na+]. Product: [CH3:41][O:42][C:43](=[O:46])[CH2:44][NH:45][CH2:17][CH2:16][C:12]1[CH:13]=[CH:14][CH:15]=[C:10]([O:9][CH2:8][CH2:7][CH2:6][N:5]([CH2:4][C:3]2[CH:33]=[CH:34][CH:35]=[C:36]([C:37]([F:38])([F:40])[F:39])[C:2]=2[Cl:1])[CH2:19][CH:20]([C:27]2[CH:28]=[CH:29][CH:30]=[CH:31][CH:32]=2)[C:21]2[CH:26]=[CH:25][CH:24]=[CH:23][CH:22]=2)[CH:11]=1. The catalyst class is: 478. (5) Reactant: [O:1]1[CH2:6][CH2:5][N:4]([C:7]2[CH:14]=[CH:13][C:10]([C:11]#[N:12])=[CH:9][C:8]=2[C:15]([F:18])([F:17])[F:16])[CH2:3][CH2:2]1.[NH2:19][OH:20]. Product: [OH:20][N:19]=[C:11]([NH2:12])[C:10]1[CH:13]=[CH:14][C:7]([N:4]2[CH2:3][CH2:2][O:1][CH2:6][CH2:5]2)=[C:8]([C:15]([F:18])([F:17])[F:16])[CH:9]=1. The catalyst class is: 8. (6) Reactant: [CH3:1][N:2]1[C:6]([CH3:7])=[C:5]([C:8]2[CH:13]=[CH:12][C:11]([CH3:14])=[CH:10][CH:9]=2)[CH:4]=[C:3]1[C:15](=[O:18])[CH2:16][CH3:17].[Br:19]N1C(=O)CCC1=O. Product: [Br:19][C:4]1[C:5]([C:8]2[CH:13]=[CH:12][C:11]([CH3:14])=[CH:10][CH:9]=2)=[C:6]([CH3:7])[N:2]([CH3:1])[C:3]=1[C:15](=[O:18])[CH2:16][CH3:17]. The catalyst class is: 56.